Dataset: NCI-60 drug combinations with 297,098 pairs across 59 cell lines. Task: Regression. Given two drug SMILES strings and cell line genomic features, predict the synergy score measuring deviation from expected non-interaction effect. (1) Drug 1: COC1=NC(=NC2=C1N=CN2C3C(C(C(O3)CO)O)O)N. Drug 2: CCC1(CC2CC(C3=C(CCN(C2)C1)C4=CC=CC=C4N3)(C5=C(C=C6C(=C5)C78CCN9C7C(C=CC9)(C(C(C8N6C)(C(=O)OC)O)OC(=O)C)CC)OC)C(=O)OC)O.OS(=O)(=O)O. Cell line: T-47D. Synergy scores: CSS=9.07, Synergy_ZIP=2.01, Synergy_Bliss=9.64, Synergy_Loewe=0.572, Synergy_HSA=-0.0461. (2) Drug 1: CCCS(=O)(=O)NC1=C(C(=C(C=C1)F)C(=O)C2=CNC3=C2C=C(C=N3)C4=CC=C(C=C4)Cl)F. Drug 2: CS(=O)(=O)C1=CC(=C(C=C1)C(=O)NC2=CC(=C(C=C2)Cl)C3=CC=CC=N3)Cl. Cell line: ACHN. Synergy scores: CSS=19.0, Synergy_ZIP=0.740, Synergy_Bliss=7.30, Synergy_Loewe=-0.473, Synergy_HSA=4.60.